From a dataset of Full USPTO retrosynthesis dataset with 1.9M reactions from patents (1976-2016). Predict the reactants needed to synthesize the given product. (1) Given the product [F:34][C:35]1[CH:36]=[C:37]([CH:40]=[C:41]([F:43])[CH:42]=1)[CH2:38][N:30]1[CH2:29][CH2:28][CH:27]([C@H:25]([N:18]2[C:19]3[C:24](=[CH:23][CH:22]=[CH:21][CH:20]=3)[C:16]([C:14]([NH:13][CH2:12][C:5]3[C:6](=[O:11])[NH:7][C:8]([CH3:10])=[CH:9][C:4]=3[O:3][CH3:2])=[O:15])=[C:17]2[CH3:33])[CH3:26])[CH2:32][CH2:31]1, predict the reactants needed to synthesize it. The reactants are: Cl.[CH3:2][O:3][C:4]1[CH:9]=[C:8]([CH3:10])[NH:7][C:6](=[O:11])[C:5]=1[CH2:12][NH:13][C:14]([C:16]1[C:24]2[C:19](=[CH:20][CH:21]=[CH:22][CH:23]=2)[N:18]([C@@H:25]([CH:27]2[CH2:32][CH2:31][NH:30][CH2:29][CH2:28]2)[CH3:26])[C:17]=1[CH3:33])=[O:15].[F:34][C:35]1[CH:36]=[C:37]([CH:40]=[C:41]([F:43])[CH:42]=1)[CH:38]=O.C(O[BH-](OC(=O)C)OC(=O)C)(=O)C.[Na+]. (2) Given the product [Cl:23][C:4]1[CH:3]=[C:2]([C:27]2[S:26][C:25]([CH3:24])=[N:29][CH:28]=2)[CH:7]=[CH:6][C:5]=1[C:8]1[C:19](=[O:20])[N:18]([CH2:21][CH3:22])[C:11]2[N:12]=[C:13]([S:16][CH3:17])[N:14]=[CH:15][C:10]=2[CH:9]=1, predict the reactants needed to synthesize it. The reactants are: Br[C:2]1[CH:7]=[CH:6][C:5]([C:8]2[C:19](=[O:20])[N:18]([CH2:21][CH3:22])[C:11]3[N:12]=[C:13]([S:16][CH3:17])[N:14]=[CH:15][C:10]=3[CH:9]=2)=[C:4]([Cl:23])[CH:3]=1.[CH3:24][C:25]1[S:26][CH:27]=[CH:28][N:29]=1.C([O-])(=O)C.[K+]. (3) Given the product [BrH:1].[NH2:8][C:7]1[CH:2]=[N:3][CH:4]=[C:5]([F:26])[C:6]=1[N:11]1[CH2:12][CH2:13][CH:14]([C:17]([N:19]2[CH2:20][CH2:21][N:22]([CH3:25])[CH2:23][CH2:24]2)=[O:18])[CH2:15][CH2:16]1, predict the reactants needed to synthesize it. The reactants are: [Br:1][C:2]1[C:7]([N+:8]([O-])=O)=[C:6]([N:11]2[CH2:16][CH2:15][CH:14]([C:17]([N:19]3[CH2:24][CH2:23][N:22]([CH3:25])[CH2:21][CH2:20]3)=[O:18])[CH2:13][CH2:12]2)[C:5]([F:26])=[CH:4][N:3]=1.CCOC(C)=O.C(O)C. (4) Given the product [CH:24]1([C:22]([N:19]2[CH2:20][CH2:21][N:16]([C:11]3[N:10]=[C:9]([CH:30]4[CH2:32][CH2:31]4)[C:8]([C:4]4[CH:3]=[C:2]([CH:33]=[CH2:34])[N:7]=[CH:6][N:5]=4)=[CH:15][C:12]=3[C:13]#[N:14])[CH2:17][C@H:18]2[CH:27]2[CH2:29][CH2:28]2)=[O:23])[CH2:26][CH2:25]1, predict the reactants needed to synthesize it. The reactants are: Cl[C:2]1[N:7]=[CH:6][N:5]=[C:4]([C:8]2[C:9]([CH:30]3[CH2:32][CH2:31]3)=[N:10][C:11]([N:16]3[CH2:21][CH2:20][N:19]([C:22]([CH:24]4[CH2:26][CH2:25]4)=[O:23])[C@H:18]([CH:27]4[CH2:29][CH2:28]4)[CH2:17]3)=[C:12]([CH:15]=2)[C:13]#[N:14])[CH:3]=1.[CH:33]([K])=[CH2:34].B(F)(F)F.[F-].[Cs+]. (5) Given the product [N:1]1[CH:6]=[CH:5][CH:4]=[CH:3][C:2]=1[CH:7]=[CH:8][C:9]([NH:23][CH:21]([C:17]1[CH:18]=[CH:19][CH:20]=[C:15]([O:14][C:13]([F:12])([F:24])[F:25])[CH:16]=1)[CH3:22])=[O:11], predict the reactants needed to synthesize it. The reactants are: [N:1]1[CH:6]=[CH:5][CH:4]=[CH:3][C:2]=1[CH:7]=[CH:8][C:9]([OH:11])=O.[F:12][C:13]([F:25])([F:24])[O:14][C:15]1[CH:16]=[C:17]([CH:21]([NH2:23])[CH3:22])[CH:18]=[CH:19][CH:20]=1.CCN=C=NCCCN(C)C.Cl.C(N(CC)CC)C. (6) Given the product [CH3:5][C:4]([CH3:7])([O:3][C:1](=[O:2])[NH:8][CH:9]([C:12]([OH:14])=[O:13])[CH2:10][O:11][C:24](=[O:35])[O:25][CH2:26][CH2:27][O:28][CH2:29][CH2:30][O:31][N+:32]([O-:34])=[O:33])[CH3:6], predict the reactants needed to synthesize it. The reactants are: [C:1]([NH:8][C@H:9]([C:12]([OH:14])=[O:13])[CH2:10][OH:11])([O:3][C:4]([CH3:7])([CH3:6])[CH3:5])=[O:2].C(N(C(C)C)CC)(C)C.[C:24](=O)([O:35]C1C=CC([N+]([O-])=O)=CC=1)[O:25][CH2:26][CH2:27][O:28][CH2:29][CH2:30][O:31][N+:32]([O-:34])=[O:33]. (7) Given the product [Cl:1][C:2]1[C:3]([Cl:33])=[CH:4][C:5]2[C:6]3[CH2:23][CH2:22][C:21]([C:29]([F:31])([F:30])[F:32])([OH:24])[C:7]=3[NH:8][C:9]=2[CH:10]=1, predict the reactants needed to synthesize it. The reactants are: [Cl:1][C:2]1[C:3]([Cl:33])=[CH:4][C:5]2[C:6]3[CH2:23][CH2:22][C:21]([C:29]([F:32])([F:31])[F:30])([O:24][Si](C)(C)C)[C:7]=3[N:8](S(C3C=CC(C)=CC=3)(=O)=O)[C:9]=2[CH:10]=1.[OH-].[K+]. (8) Given the product [Cl:50][CH2:49][CH2:48][O:1][C:2]1[CH:3]=[C:4]2[C:9](=[CH:10][C:11]=1[O:12][CH3:13])[N:8]=[C:7]([C:14]1[CH:19]=[CH:18][CH:17]=[C:16]([NH:20][C:21](=[O:29])[CH2:22][N:23]3[CH2:24][CH2:25][O:26][CH2:27][CH2:28]3)[CH:15]=1)[N:6]=[C:5]2[NH:30][C:31]1[CH:32]=[C:33]2[C:37](=[CH:38][CH:39]=1)[N:36]([C:40]([O:42][C:43]([CH3:46])([CH3:45])[CH3:44])=[O:41])[N:35]=[CH:34]2, predict the reactants needed to synthesize it. The reactants are: [OH:1][C:2]1[CH:3]=[C:4]2[C:9](=[CH:10][C:11]=1[O:12][CH3:13])[N:8]=[C:7]([C:14]1[CH:19]=[CH:18][CH:17]=[C:16]([NH:20][C:21](=[O:29])[CH2:22][N:23]3[CH2:28][CH2:27][O:26][CH2:25][CH2:24]3)[CH:15]=1)[N:6]=[C:5]2[NH:30][C:31]1[CH:32]=[C:33]2[C:37](=[CH:38][CH:39]=1)[N:36]([C:40]([O:42][C:43]([CH3:46])([CH3:45])[CH3:44])=[O:41])[N:35]=[CH:34]2.Br[CH2:48][CH2:49][Cl:50].C([O-])([O-])=O.[K+].[K+]. (9) Given the product [CH3:5][O:6][C@@H:7]1[CH2:12][CH2:11][CH2:10][C@H:9]([O:13][C:14]2[C:19]([NH2:20])=[CH:18][CH:17]=[CH:16][N:15]=2)[CH2:8]1, predict the reactants needed to synthesize it. The reactants are: C([O-])=O.[NH4+].[CH3:5][O:6][C@@H:7]1[CH2:12][CH2:11][CH2:10][C@H:9]([O:13][C:14]2[C:19]([N+:20]([O-])=O)=[CH:18][CH:17]=[CH:16][N:15]=2)[CH2:8]1. (10) Given the product [CH2:14]([O:13][C:9]1[CH:8]=[C:7]([CH:12]=[CH:11][CH:10]=1)[C:6]([OH:17])=[O:5])[C:15]#[CH:16], predict the reactants needed to synthesize it. The reactants are: [OH-].[Li+].C([O:5][C:6](=[O:17])[C:7]1[CH:12]=[CH:11][CH:10]=[C:9]([O:13][CH2:14][C:15]#[CH:16])[CH:8]=1)C.[OH-].[Na+].